Dataset: NCI-60 drug combinations with 297,098 pairs across 59 cell lines. Task: Regression. Given two drug SMILES strings and cell line genomic features, predict the synergy score measuring deviation from expected non-interaction effect. (1) Drug 1: C1=CC(=C2C(=C1NCCNCCO)C(=O)C3=C(C=CC(=C3C2=O)O)O)NCCNCCO. Drug 2: C1=NC(=NC(=O)N1C2C(C(C(O2)CO)O)O)N. Cell line: UO-31. Synergy scores: CSS=27.6, Synergy_ZIP=-9.09, Synergy_Bliss=-0.582, Synergy_Loewe=-2.89, Synergy_HSA=1.24. (2) Drug 1: C1CCC(C1)C(CC#N)N2C=C(C=N2)C3=C4C=CNC4=NC=N3. Drug 2: C1CN(P(=O)(OC1)NCCCl)CCCl. Cell line: KM12. Synergy scores: CSS=9.81, Synergy_ZIP=-0.161, Synergy_Bliss=0.458, Synergy_Loewe=-32.7, Synergy_HSA=-0.165.